This data is from Reaction yield outcomes from USPTO patents with 853,638 reactions. The task is: Predict the reaction yield, written as a fraction of the theoretical maximum amount of product (1.0 means a 100% yield; for example, 0.34 means a 34% yield). (1) The reactants are [N+:1]([C:4]1[CH:5]=[CH:6][CH:7]=[C:8]2[C:12]=1[N:11]([CH2:13][C:14]([O:16]C)=[O:15])[CH:10]=[CH:9]2)([O-:3])=[O:2].[Li+].[OH-].Cl. The catalyst is C1COCC1. The product is [N+:1]([C:4]1[CH:5]=[CH:6][CH:7]=[C:8]2[C:12]=1[N:11]([CH2:13][C:14]([OH:16])=[O:15])[CH:10]=[CH:9]2)([O-:3])=[O:2]. The yield is 0.950. (2) The reactants are [CH3:1][N+:2]#[C-:3].[Li]CCCC.CCCCCC.[CH3:15][C:16]([C:21]1[CH:26]=[CH:25][CH:24]=[CH:23][CH:22]=1)([CH3:20])[C:17](Cl)=[O:18].[Na+].[Cl-]. The catalyst is C1COCC1. The product is [CH3:20][C:16]([C:17]1[O:18][CH:1]=[N:2][CH:3]=1)([C:21]1[CH:26]=[CH:25][CH:24]=[CH:23][CH:22]=1)[CH3:15]. The yield is 0.540.